Task: Predict the reaction yield, written as a fraction of the theoretical maximum amount of product (1.0 means a 100% yield; for example, 0.34 means a 34% yield).. Dataset: Reaction yield outcomes from USPTO patents with 853,638 reactions The reactants are [S:1]1[CH:5]=[CH:4][CH:3]=[C:2]1[C:6]1[N:10]=[C:9]([CH:11]2[CH2:16][CH2:15][N:14]([C:17](=[O:28])[CH2:18][N:19]3[CH:23]=[C:22]([Si](C)(C)C)[N:21]=[N:20]3)[CH2:13][CH2:12]2)[O:8][N:7]=1.[F-].C([N+](CCCC)(CCCC)CCCC)CCC. The catalyst is C1COCC1. The product is [S:1]1[CH:5]=[CH:4][CH:3]=[C:2]1[C:6]1[N:10]=[C:9]([CH:11]2[CH2:16][CH2:15][N:14]([C:17](=[O:28])[CH2:18][N:19]3[CH:23]=[CH:22][N:21]=[N:20]3)[CH2:13][CH2:12]2)[O:8][N:7]=1. The yield is 0.480.